This data is from Forward reaction prediction with 1.9M reactions from USPTO patents (1976-2016). The task is: Predict the product of the given reaction. (1) Given the reactants [CH2:1]([NH:3][C:4]([C:6]1[CH:11]=[C:10]([S:12][CH3:13])[N:9]=[C:8]([O:14][C@H:15]([CH3:19])[CH2:16][O:17][CH3:18])[N:7]=1)=[O:5])[CH3:2].OOS([O-])=O.[K+].[OH2:26].C1COCC1.C[OH:33].O, predict the reaction product. The product is: [CH2:1]([NH:3][C:4]([C:6]1[CH:11]=[C:10]([S:12]([CH3:13])(=[O:33])=[O:26])[N:9]=[C:8]([O:14][C@H:15]([CH3:19])[CH2:16][O:17][CH3:18])[N:7]=1)=[O:5])[CH3:2]. (2) Given the reactants [C:1]([N:3]1[CH2:7][CH2:6][C@H:5]([NH:8][C:9](=[O:15])[O:10][C:11]([CH3:14])([CH3:13])[CH3:12])[CH2:4]1)#[N:2].Cl.[NH2:17][OH:18].C(=O)([O-])[O-].[Na+].[Na+], predict the reaction product. The product is: [NH2:2]/[C:1](=[N:17]\[OH:18])/[N:3]1[CH2:7][CH2:6][C@H:5]([NH:8][C:9](=[O:15])[O:10][C:11]([CH3:12])([CH3:14])[CH3:13])[CH2:4]1. (3) Given the reactants [NH2:1][CH:2]([C:4]1[CH:5]=[C:6]([C:21]([N:23]([CH3:25])[CH3:24])=[O:22])[CH:7]=[C:8]2[C:13]=1[O:12][C:11]([N:14]1[CH2:19][CH2:18][O:17][CH2:16][CH2:15]1)=[CH:10][C:9]2=[O:20])[CH3:3].[F:26][C:27]1[CH:28]=[C:29](B(O)O)[CH:30]=[C:31]([F:34])[C:32]=1[F:33].ClC(Cl)C.N1C=CC=CC=1, predict the reaction product. The product is: [CH3:25][N:23]([CH3:24])[C:21]([C:6]1[CH:7]=[C:8]2[C:13](=[C:4]([CH:2]([NH:1][C:29]3[CH:28]=[C:27]([F:26])[C:32]([F:33])=[C:31]([F:34])[CH:30]=3)[CH3:3])[CH:5]=1)[O:12][C:11]([N:14]1[CH2:19][CH2:18][O:17][CH2:16][CH2:15]1)=[CH:10][C:9]2=[O:20])=[O:22]. (4) Given the reactants C(O)(C(F)(F)F)=O.[CH3:8][N:9]1[CH:13]=[C:12]([C:14]2[CH:15]=[C:16]([C:20]3([CH2:41][CH2:42][CH2:43][NH2:44])[CH2:25][CH2:24][N:23]([C:26]4[N:34]=[CH:33][N:32]=[C:31]5[C:27]=4[N:28]=[CH:29][N:30]5C4CCCCO4)[CH2:22][CH2:21]3)[CH:17]=[CH:18][CH:19]=2)[CH:11]=[N:10]1, predict the reaction product. The product is: [CH3:8][N:9]1[CH:13]=[C:12]([C:14]2[CH:15]=[C:16]([C:20]3([CH2:41][CH2:42][CH2:43][NH2:44])[CH2:25][CH2:24][N:23]([C:26]4[N:34]=[CH:33][N:32]=[C:31]5[C:27]=4[N:28]=[CH:29][NH:30]5)[CH2:22][CH2:21]3)[CH:17]=[CH:18][CH:19]=2)[CH:11]=[N:10]1. (5) The product is: [C:1]([O:5][C:6]([N:8]([CH3:47])[C@@H:9]([CH3:46])[C:10]([NH:12][C@@H:13]([C:42]([CH3:44])([CH3:45])[CH3:43])[C:14]([N:16]1[C@H:25]([C:26](=[O:38])[NH:27][C@H:28]2[C:37]3[C:32](=[CH:33][CH:34]=[CH:35][CH:36]=3)[CH2:31][CH2:30][CH2:29]2)[CH2:24][C:23]2[C:18](=[CH:19][C:20]([C:39]([NH:48][C:49]3[S:50][C:51]4[CH:57]=[CH:56][C:55]([C:58]([O:60][CH3:61])=[O:59])=[CH:54][C:52]=4[N:53]=3)=[O:41])=[CH:21][CH:22]=2)[CH2:17]1)=[O:15])=[O:11])=[O:7])([CH3:4])([CH3:2])[CH3:3]. Given the reactants [C:1]([O:5][C:6]([N:8]([CH3:47])[C@@H:9]([CH3:46])[C:10]([NH:12][C@@H:13]([C:42]([CH3:45])([CH3:44])[CH3:43])[C:14]([N:16]1[C@H:25]([C:26](=[O:38])[NH:27][C@H:28]2[C:37]3[C:32](=[CH:33][CH:34]=[CH:35][CH:36]=3)[CH2:31][CH2:30][CH2:29]2)[CH2:24][C:23]2[C:18](=[CH:19][C:20]([C:39]([OH:41])=O)=[CH:21][CH:22]=2)[CH2:17]1)=[O:15])=[O:11])=[O:7])([CH3:4])([CH3:3])[CH3:2].[NH2:48][C:49]1[S:50][C:51]2[CH:57]=[CH:56][C:55]([C:58]([O:60][CH3:61])=[O:59])=[CH:54][C:52]=2[N:53]=1.C(Cl)Cl.C(Cl)CCl, predict the reaction product.